This data is from TCR-epitope binding with 47,182 pairs between 192 epitopes and 23,139 TCRs. The task is: Binary Classification. Given a T-cell receptor sequence (or CDR3 region) and an epitope sequence, predict whether binding occurs between them. The epitope is KPLEFGATSAAL. The TCR CDR3 sequence is CASSQSTSGSYEQYF. Result: 0 (the TCR does not bind to the epitope).